This data is from Full USPTO retrosynthesis dataset with 1.9M reactions from patents (1976-2016). The task is: Predict the reactants needed to synthesize the given product. (1) Given the product [CH3:32][C:18]1[N:17]=[C:16]([C:12]2[CH:11]=[C:10]([C:8]3[N:9]=[C:5]([NH2:4])[S:6][CH:7]=3)[CH:15]=[CH:14][CH:13]=2)[CH:21]=[C:20]([C:22]2[CH:27]=[CH:26][C:25]([C:28]([F:31])([F:29])[F:30])=[CH:24][CH:23]=2)[CH:19]=1, predict the reactants needed to synthesize it. The reactants are: CN(C)C=[N:4][C:5]1[S:6][CH:7]=[C:8]([C:10]2[CH:15]=[CH:14][CH:13]=[C:12]([C:16]3[CH:21]=[C:20]([C:22]4[CH:27]=[CH:26][C:25]([C:28]([F:31])([F:30])[F:29])=[CH:24][CH:23]=4)[CH:19]=[C:18]([CH3:32])[N:17]=3)[CH:11]=2)[N:9]=1.Cl.[OH-].[Na+]. (2) Given the product [CH:41]1([CH2:47][CH2:2][C:3]([NH:32][C:27]2[CH:28]=[CH:29][CH:30]=[CH:31][C:26]=2[CH2:25][CH2:24][CH2:23][N:18]2[CH2:19][CH2:20][CH:15]([NH:14][C:11]3[CH:10]=[CH:9][C:8]([CH3:21])=[CH:13][CH:12]=3)[CH2:16][CH2:17]2)=[O:5])[CH2:46][CH2:45][CH2:44][CH2:43][CH2:42]1, predict the reactants needed to synthesize it. The reactants are: F[C:2](F)(F)[C:3]([OH:5])=O.[C:8]1([CH3:21])[CH:13]=[CH:12][C:11]([NH:14][CH:15]2[CH2:20][CH2:19][NH:18][CH2:17][CH2:16]2)=[CH:10][CH:9]=1.Br[CH2:23][CH:24]=[CH:25][C:26]1[CH:31]=[CH:30][CH:29]=[CH:28][C:27]=1[N+:32]([O-])=O.C(=O)([O-])[O-].[K+].[K+].[CH:41]1([CH2:47]C(O)=O)[CH2:46][CH2:45][CH2:44][CH2:43][CH2:42]1.Cl.C(N=C=NCCCN(C)C)C.